Predict which catalyst facilitates the given reaction. From a dataset of Catalyst prediction with 721,799 reactions and 888 catalyst types from USPTO. Reactant: [CH3:1][O:2][C:3]1[CH:4]=[C:5]2[C:10](=[CH:11][C:12]=1[O:13][CH3:14])[CH2:9][N:8]([CH2:15][CH2:16][CH2:17][CH2:18][NH:19][C:20](=[O:35])[C:21]1[CH:26]=[C:25]([CH3:27])[CH:24]=[CH:23][C:22]=1[O:28][CH2:29][CH2:30][O:31][CH2:32][CH2:33]O)[CH2:7][CH2:6]2.C(N(S(F)(F)[F:42])CC)C. Product: [CH3:1][O:2][C:3]1[CH:4]=[C:5]2[C:10](=[CH:11][C:12]=1[O:13][CH3:14])[CH2:9][N:8]([CH2:15][CH2:16][CH2:17][CH2:18][NH:19][C:20](=[O:35])[C:21]1[CH:26]=[C:25]([CH3:27])[CH:24]=[CH:23][C:22]=1[O:28][CH2:29][CH2:30][O:31][CH2:32][CH2:33][F:42])[CH2:7][CH2:6]2. The catalyst class is: 4.